From a dataset of Reaction yield outcomes from USPTO patents with 853,638 reactions. Predict the reaction yield, written as a fraction of the theoretical maximum amount of product (1.0 means a 100% yield; for example, 0.34 means a 34% yield). (1) The reactants are Br[C:2]1[S:3][CH:4]=[CH:5][CH:6]=1.[O:7]=[C:8]1[CH2:13][CH2:12][N:11]([C:14]([O:16][C:17]([CH3:20])([CH3:19])[CH3:18])=[O:15])[CH2:10][CH2:9]1. The catalyst is C1COCC1. The product is [OH:7][C:8]1([C:2]2[S:3][CH:4]=[CH:5][CH:6]=2)[CH2:9][CH2:10][N:11]([C:14]([O:16][C:17]([CH3:20])([CH3:19])[CH3:18])=[O:15])[CH2:12][CH2:13]1. The yield is 0.400. (2) The reactants are [N:1]1[CH:6]=[CH:5][CH:4]=[CH:3][C:2]=1[C:7]([OH:9])=O.C(N(CC)CC)C.F[P-](F)(F)(F)(F)F.N1(OC(N(C)C)=[N+](C)C)C2C=CC=CC=2N=N1.[NH2:41][C:42]12[CH2:51][CH:46]3[CH2:47][CH:48]([CH2:50][C:44]([OH:52])([CH2:45]3)[CH2:43]1)[CH2:49]2. The catalyst is CN(C=O)C. The product is [OH:52][C:44]12[CH2:50][CH:48]3[CH2:47][CH:46]([CH2:51][C:42]([NH:41][C:7]([C:2]4[CH:3]=[CH:4][CH:5]=[CH:6][N:1]=4)=[O:9])([CH2:49]3)[CH2:43]1)[CH2:45]2. The yield is 0.970. (3) The reactants are [Br:1][C:2]1[CH:7]=[CH:6][C:5]([C:8]2[N:13]([CH2:14][C:15]3[CH:20]=[CH:19][C:18]([CH3:21])=[CH:17][C:16]=3[CH3:22])[C:12](=[O:23])[C:11](C(O)=O)=[C:10]([C:27]([F:30])([F:29])[F:28])[CH:9]=2)=[CH:4][CH:3]=1. The catalyst is N1C2C(=CC=CC=2)C=CC=1.CCOC(C)=O.[Cu]. The product is [Br:1][C:2]1[CH:7]=[CH:6][C:5]([C:8]2[N:13]([CH2:14][C:15]3[CH:20]=[CH:19][C:18]([CH3:21])=[CH:17][C:16]=3[CH3:22])[C:12](=[O:23])[CH:11]=[C:10]([C:27]([F:30])([F:28])[F:29])[CH:9]=2)=[CH:4][CH:3]=1. The yield is 0.350.